This data is from Catalyst prediction with 721,799 reactions and 888 catalyst types from USPTO. The task is: Predict which catalyst facilitates the given reaction. Reactant: C[O:2][C:3](=O)[C:4]1[CH:9]=[CH:8][CH:7]=[C:6]([S:10][C:11]2[C:19]3[C:14](=[CH:15][C:16]([Cl:20])=[CH:17][CH:18]=3)[N:13]([CH2:21][C:22]3[CH:27]=[CH:26][CH:25]=[CH:24][CH:23]=3)[C:12]=2[CH3:28])[CH:5]=1.[H-].C([Al+]CC(C)C)C(C)C. Product: [CH2:21]([N:13]1[C:14]2[C:19](=[CH:18][CH:17]=[C:16]([Cl:20])[CH:15]=2)[C:11]([S:10][C:6]2[CH:5]=[C:4]([CH2:3][OH:2])[CH:9]=[CH:8][CH:7]=2)=[C:12]1[CH3:28])[C:22]1[CH:27]=[CH:26][CH:25]=[CH:24][CH:23]=1. The catalyst class is: 1.